This data is from Forward reaction prediction with 1.9M reactions from USPTO patents (1976-2016). The task is: Predict the product of the given reaction. (1) Given the reactants [C:1]([O:5][C:6](=[O:26])[NH:7][C@H:8]1[CH2:13][CH2:12][CH2:11][CH2:10][C@H:9]1[NH:14][C:15]1[N:16]=[CH:17][C:18]2[CH:24]=[N:23][CH:22]=[C:21](I)[C:19]=2[N:20]=1)([CH3:4])([CH3:3])[CH3:2].CC1(C)C(C)(C)OB([C:35]2[C:43]3[C:38](=[C:39]([C:44]#[N:45])[CH:40]=[CH:41][CH:42]=3)[N:37]([S:46]([C:49]3[CH:54]=[CH:53][C:52]([CH3:55])=[CH:51][CH:50]=3)(=[O:48])=[O:47])[CH:36]=2)O1.C1(P(C2CCCCC2)C2C=CC=CC=2C2C(OC)=CC=CC=2OC)CCCCC1.C(=O)([O-])[O-].[K+].[K+].COCCOC.O, predict the reaction product. The product is: [C:1]([O:5][C:6](=[O:26])[NH:7][C@H:8]1[CH2:13][CH2:12][CH2:11][CH2:10][C@H:9]1[NH:14][C:15]1[N:16]=[CH:17][C:18]2[CH:24]=[N:23][CH:22]=[C:21]([C:35]3[C:43]4[C:38](=[C:39]([C:44]#[N:45])[CH:40]=[CH:41][CH:42]=4)[N:37]([S:46]([C:49]4[CH:54]=[CH:53][C:52]([CH3:55])=[CH:51][CH:50]=4)(=[O:47])=[O:48])[CH:36]=3)[C:19]=2[N:20]=1)([CH3:4])([CH3:3])[CH3:2]. (2) Given the reactants Cl[C:2]1[CH:14]=[C:6]2[N:7]([CH:11]3[CH2:13][CH2:12]3)[CH2:8][CH2:9][CH2:10][N:5]2[C:4](=[O:15])[N:3]=1.[F:16][C:17]1[CH:18]=[C:19]([CH:30]=[CH:31][C:32]=1[F:33])[O:20][C:21]1[CH:26]=[CH:25][C:24]([CH2:27][OH:28])=[CH:23][C:22]=1[F:29], predict the reaction product. The product is: [CH:11]1([N:7]2[CH2:8][CH2:9][CH2:10][N:5]3[C:4](=[O:15])[N:3]=[C:2]([O:28][CH2:27][C:24]4[CH:25]=[CH:26][C:21]([O:20][C:19]5[CH:30]=[CH:31][C:32]([F:33])=[C:17]([F:16])[CH:18]=5)=[C:22]([F:29])[CH:23]=4)[CH:14]=[C:6]23)[CH2:13][CH2:12]1. (3) The product is: [CH:1]([S:4]([C:7]1[CH:8]=[CH:9][C:10]([C:13]([O:15][CH3:16])=[O:14])=[N:11][CH:12]=1)(=[O:5])=[O:6])([CH3:3])[CH3:2]. Given the reactants [CH:1]([S:4]([C:7]1[CH:8]=[CH:9][C:10]([C:13]([OH:15])=[O:14])=[N:11][CH:12]=1)(=[O:6])=[O:5])([CH3:3])[CH3:2].[C:16](=O)([O-])[O-].[K+].[K+].IC, predict the reaction product. (4) The product is: [CH2:1]([O:8][C:9]1[CH:18]=[C:17]2[C:12]([CH2:13][CH2:14][C:15](=[O:22])[N:16]2[CH2:19][CH2:20][NH:21][C:28](=[O:29])[CH3:27])=[CH:11][CH:10]=1)[C:2]1[CH:7]=[CH:6][CH:5]=[CH:4][CH:3]=1. Given the reactants [CH2:1]([O:8][C:9]1[CH:18]=[C:17]2[C:12]([CH2:13][CH2:14][C:15](=[O:22])[N:16]2[CH2:19][C:20]#[N:21])=[CH:11][CH:10]=1)[C:2]1[CH:7]=[CH:6][CH:5]=[CH:4][CH:3]=1.BrCC#N.[CH3:27][CH2:28][OH:29].CC(OC(C)=O)=O, predict the reaction product.